Task: Binary Classification. Given a drug SMILES string, predict its activity (active/inactive) in a high-throughput screening assay against a specified biological target.. Dataset: M1 muscarinic receptor antagonist screen with 61,756 compounds (1) The drug is s1cc(C2C(C3N(C2C(=O)N)C=C(C=C3)C(=O)C)(C(OCC)=O)C#N)cc1. The result is 0 (inactive). (2) The drug is O=C1c2c(n(c(=O)c(c2)C(=O)Nc2cc3c(cc2)C(=O)NC3=O)c2ccc(OC)cc2)CCC1. The result is 0 (inactive). (3) The result is 0 (inactive). The molecule is O(C(=O)C=1C(NC(=O)NC1C)c1cc(OC)c(O)cc1)Cc1ccc(OC)cc1. (4) The result is 0 (inactive). The molecule is S(=O)(=O)(N(CC(=O)NCCSc1ccccc1)c1c(OC)ccc(OC)c1)C. (5) The molecule is S(=O)(=O)(N1CCCCC1)c1cc(ccc1)C(=O)Nc1sc(SCC(OCC)=O)nn1. The result is 0 (inactive). (6) The compound is Fc1c(c2oc(c(n2)CN2CCC(CC2)C(=O)NCc2cccnc2)C)cccc1. The result is 0 (inactive).